Task: Predict the product of the given reaction.. Dataset: Forward reaction prediction with 1.9M reactions from USPTO patents (1976-2016) Given the reactants Cl[CH:2]1[C:10]2[C:5](=[CH:6][C:7]([F:11])=[CH:8][CH:9]=2)[CH2:4][CH2:3]1.[C-:12]#[N:13].[Na+], predict the reaction product. The product is: [C:12]([CH:2]1[C:10]2[C:5](=[CH:6][C:7]([F:11])=[CH:8][CH:9]=2)[CH2:4][CH2:3]1)#[N:13].